Task: Predict which catalyst facilitates the given reaction.. Dataset: Catalyst prediction with 721,799 reactions and 888 catalyst types from USPTO (1) Reactant: FC(F)(F)C(O)=O.[Cl:8][C:9]1[N:10]=[C:11]([Cl:25])[C:12]2[CH2:17][N:16](C(OC(C)(C)C)=O)[CH2:15][C:13]=2[N:14]=1. Product: [Cl:8][C:9]1[N:10]=[C:11]([Cl:25])[C:12]2[CH2:17][NH:16][CH2:15][C:13]=2[N:14]=1. The catalyst class is: 4. (2) Reactant: [H-].[Na+].[C:3]([O:7][C:8]([N:10]1[CH2:15][CH2:14][O:13][CH2:12][C@H:11]1[CH2:16][OH:17])=[O:9])([CH3:6])([CH3:5])[CH3:4].[N+](C1C=CC([O:27][C:28]([N:30]2[CH2:35][CH2:34][N:33]([C:36]3[CH:41]=[CH:40][C:39]([F:42])=[CH:38][CH:37]=3)[CH2:32][CH2:31]2)=O)=CC=1)([O-])=O.C([O-])(O)=O.[Na+]. Product: [C:3]([O:7][C:8]([N:10]1[CH2:15][CH2:14][O:13][CH2:12][C@@H:11]1[CH2:16][O:17][C:28]([N:30]1[CH2:31][CH2:32][N:33]([C:36]2[CH:41]=[CH:40][C:39]([F:42])=[CH:38][CH:37]=2)[CH2:34][CH2:35]1)=[O:27])=[O:9])([CH3:6])([CH3:5])[CH3:4]. The catalyst class is: 1.